Dataset: Full USPTO retrosynthesis dataset with 1.9M reactions from patents (1976-2016). Task: Predict the reactants needed to synthesize the given product. (1) Given the product [OH:1][C:2]1[C:3]([NH:11][C:25](=[O:26])[C:24]2[CH:23]=[CH:22][C:21]([N+:18]([O-:20])=[O:19])=[CH:29][CH:28]=2)=[C:4]([CH:8]=[CH:9][CH:10]=1)[C:5]([OH:7])=[O:6], predict the reactants needed to synthesize it. The reactants are: [OH:1][C:2]1[CH:10]=[CH:9][CH:8]=[C:4]([C:5]([OH:7])=[O:6])[C:3]=1[NH2:11].N1C=CC=CC=1.[N+:18]([C:21]1[CH:29]=[CH:28][C:24]([C:25](Cl)=[O:26])=[CH:23][CH:22]=1)([O-:20])=[O:19]. (2) The reactants are: [CH3:1][O-].[Na+].[N:4]#[C:5][NH2:6].[Cl:7][C:8]1[CH:13]=[C:12]([N:14]=[C:15]=[S:16])[CH:11]=[C:10]([Cl:17])[CH:9]=1.CI. Given the product [C:5](/[N:6]=[C:15](\[S:16][CH3:1])/[NH:14][C:12]1[CH:13]=[C:8]([Cl:7])[CH:9]=[C:10]([Cl:17])[CH:11]=1)#[N:4], predict the reactants needed to synthesize it. (3) Given the product [F:13][C:10]1[CH:11]=[CH:12][C:7]([C@H:4]2[NH:3][C:16](=[O:17])[CH2:15][O:6][CH2:5]2)=[CH:8][CH:9]=1, predict the reactants needed to synthesize it. The reactants are: [H-].[Na+].[NH2:3][C@H:4]([C:7]1[CH:12]=[CH:11][C:10]([F:13])=[CH:9][CH:8]=1)[CH2:5][OH:6].Cl[CH2:15][C:16](OCC)=[O:17]. (4) Given the product [CH2:11]([O:9][C:4]1[N:5]=[C:6]([OH:8])[CH:18]=[CH:10][C:3]=1[C:2]#[N:7])[CH3:12], predict the reactants needed to synthesize it. The reactants are: C[C:2]1[NH:7][C:6](=[O:8])[NH:5][C:4](=[O:9])[C:3]=1[CH3:10].[C:11](#N)[CH:12](CC#N)O.[CH3:18]C[O-].[Na+]. (5) The reactants are: [C:1]([O:5][C:6](=[O:19])[NH:7][CH:8]1[C:17]2[C:12](=[CH:13][CH:14]=[C:15](Br)[CH:16]=2)[O:11][CH2:10][CH2:9]1)([CH3:4])([CH3:3])[CH3:2].C([Li])CCC.CN([CH:28]=[O:29])C. Given the product [C:1]([O:5][C:6](=[O:19])[NH:7][CH:8]1[C:17]2[C:12](=[CH:13][CH:14]=[C:15]([CH:28]=[O:29])[CH:16]=2)[O:11][CH2:10][CH2:9]1)([CH3:4])([CH3:3])[CH3:2], predict the reactants needed to synthesize it. (6) Given the product [CH3:1][C:2]1[CH:7]=[C:6]([CH:8]2[CH2:13][CH2:12][CH:11]([CH:14]([NH2:35])[CH3:18])[CH2:10][CH2:9]2)[CH:5]=[CH:4][N:3]=1, predict the reactants needed to synthesize it. The reactants are: [CH3:1][C:2]1[CH:7]=[C:6]([CH:8]2[CH2:13][CH2:12][CH:11]([CH:14]([CH3:18])C(O)=O)[CH2:10][CH2:9]2)[CH:5]=[CH:4][N:3]=1.P([N:35]=[N+]=[N-])(=O)(OC1C=CC=CC=1)OC1C=CC=CC=1.C(N(CC)CC)C.[OH-].[Li+].[N-]=C=O. (7) Given the product [CH3:1][NH:2][C:4]([C:6]1[CH:7]=[C:8]([CH:13]=[C:14]([N+:16]([O-:18])=[O:17])[CH:15]=1)[C:9]([O:11][CH3:12])=[O:10])=[O:5], predict the reactants needed to synthesize it. The reactants are: [CH3:1][NH2:2].Cl[C:4]([C:6]1[CH:7]=[C:8]([CH:13]=[C:14]([N+:16]([O-:18])=[O:17])[CH:15]=1)[C:9]([O:11][CH3:12])=[O:10])=[O:5]. (8) Given the product [I:14][CH2:2][C:3]1[N:7]=[C:6]([C:8]2[CH:13]=[CH:12][CH:11]=[CH:10][N:9]=2)[O:5][N:4]=1, predict the reactants needed to synthesize it. The reactants are: Cl[CH2:2][C:3]1[N:7]=[C:6]([C:8]2[CH:13]=[CH:12][CH:11]=[CH:10][N:9]=2)[O:5][N:4]=1.[I-:14].[Na+]. (9) Given the product [F:8][C:9]1[CH:14]=[CH:13][C:12]([O:15][CH3:16])=[CH:11][C:10]=1[C:17]1[CH:22]=[CH:21][C:20]([O:23][CH2:24][C:25]2[CH:30]=[CH:29][C:28]([O:31][CH3:32])=[CH:27][CH:26]=2)=[CH:19][C:18]=1[CH:33]([OH:34])[CH2:3][C:4]([CH3:7])([CH3:6])[CH3:5], predict the reactants needed to synthesize it. The reactants are: [Mg].Br[CH2:3][C:4]([CH3:7])([CH3:6])[CH3:5].[F:8][C:9]1[CH:14]=[CH:13][C:12]([O:15][CH3:16])=[CH:11][C:10]=1[C:17]1[C:18]([CH:33]=[O:34])=[CH:19][C:20]([O:23][CH2:24][C:25]2[CH:30]=[CH:29][C:28]([O:31][CH3:32])=[CH:27][CH:26]=2)=[CH:21][CH:22]=1.[Cl-].[NH4+].